From a dataset of Full USPTO retrosynthesis dataset with 1.9M reactions from patents (1976-2016). Predict the reactants needed to synthesize the given product. (1) Given the product [ClH:1].[Cl:1][C:2]1[C:35]([F:36])=[CH:34][CH:33]=[C:32]([F:37])[C:3]=1[CH2:4][N:5]1[C:9]2=[N:10][C:11]([C:14]3[CH:15]=[N:16][N:17]([CH:19]4[CH2:24][CH2:23][NH:22][CH2:21][CH2:20]4)[CH:18]=3)=[CH:12][CH:13]=[C:8]2[N:7]=[N:6]1, predict the reactants needed to synthesize it. The reactants are: [Cl:1][C:2]1[C:35]([F:36])=[CH:34][CH:33]=[C:32]([F:37])[C:3]=1[CH2:4][N:5]1[C:9]2=[N:10][C:11]([C:14]3[CH:15]=[N:16][N:17]([CH:19]4[CH2:24][CH2:23][N:22](C(OC(C)(C)C)=O)[CH2:21][CH2:20]4)[CH:18]=3)=[CH:12][CH:13]=[C:8]2[N:7]=[N:6]1.C(O)(C(F)(F)F)=O.[OH-].[Na+]. (2) Given the product [O:1]1[C:10]2[CH:9]=[C:8]([CH:11]([OH:12])[CH2:13][Si:14]([CH3:17])([CH3:16])[CH3:15])[N:7]=[CH:6][C:5]=2[O:4][CH2:3][CH2:2]1, predict the reactants needed to synthesize it. The reactants are: [O:1]1[C:10]2[CH:9]=[C:8]([CH:11]=[O:12])[N:7]=[CH:6][C:5]=2[O:4][CH2:3][CH2:2]1.[CH3:13][Si:14]([CH2:17][Mg]Cl)([CH3:16])[CH3:15].CCOCC.